Dataset: Reaction yield outcomes from USPTO patents with 853,638 reactions. Task: Predict the reaction yield, written as a fraction of the theoretical maximum amount of product (1.0 means a 100% yield; for example, 0.34 means a 34% yield). (1) The product is [N:1]([CH2:4][CH2:5][O:6][CH2:7][CH2:8][O:9][CH2:10][CH2:11][O:12][CH2:13][CH2:14][NH2:15])=[N+:2]=[N-:3]. The yield is 0.880. The reactants are [N:1]([CH2:4][CH2:5][O:6][CH2:7][CH2:8][O:9][CH2:10][CH2:11][O:12][CH2:13][CH2:14][N:15]=[N+]=[N-])=[N+:2]=[N-:3].C1(P(C2C=CC=CC=2)C2C=CC=CC=2)C=CC=CC=1. The catalyst is Cl.CCOCC. (2) The reactants are Br[C:2]1[CH:11]=[CH:10][C:9]2[C:4](=[CH:5][CH:6]=[CH:7][CH:8]=2)[N:3]=1.[C:12]([C:14]1[CH:19]=[CH:18][C:17]([N:20]2[C:24]([C:25]3[CH:30]=[CH:29][N:28]=[CH:27][CH:26]=3)=[CH:23][CH:22]=[N:21]2)=[CH:16][CH:15]=1)#[CH:13]. The catalyst is CCN(CC)CC.O1CCOCC1.O1CCOCC1.Cl[Pd](Cl)([P](C1C=CC=CC=1)(C1C=CC=CC=1)C1C=CC=CC=1)[P](C1C=CC=CC=1)(C1C=CC=CC=1)C1C=CC=CC=1.[Cu]I. The product is [N:28]1[CH:27]=[CH:26][C:25]([C:24]2[N:20]([C:17]3[CH:18]=[CH:19][C:14]([C:12]#[C:13][C:2]4[CH:11]=[CH:10][C:9]5[C:4](=[CH:5][CH:6]=[CH:7][CH:8]=5)[N:3]=4)=[CH:15][CH:16]=3)[N:21]=[CH:22][CH:23]=2)=[CH:30][CH:29]=1. The yield is 0.570. (3) The reactants are [H-].[H-].[H-].[H-].[Li+].[Al+3].[OH:7][C:8]1[CH:13]=[CH:12][C:11]([CH2:14][CH2:15][C:16](OC)=[O:17])=[CH:10][CH:9]=1. The catalyst is C1COCC1. The product is [OH:7][C:8]1[CH:9]=[CH:10][C:11]([CH2:14][CH2:15][CH2:16][OH:17])=[CH:12][CH:13]=1. The yield is 1.00. (4) The reactants are [Cl:1][C:2]1[CH:7]=[CH:6][C:5]([S:8]([NH:11][C@H:12]2[CH2:18][CH2:17][CH2:16][CH2:15][CH2:14][C@H:13]2[C:19]([NH2:21])=[O:20])(=[O:10])=[O:9])=[CH:4][CH:3]=1.Br[CH2:23][C:24]1[CH:31]=[CH:30][C:27]([C:28]#[N:29])=[CH:26][CH:25]=1. No catalyst specified. The product is [Cl:1][C:2]1[CH:7]=[CH:6][C:5]([S:8]([N:11]([CH2:23][C:24]2[CH:31]=[CH:30][C:27]([C:28]#[N:29])=[CH:26][CH:25]=2)[C@H:12]2[CH2:18][CH2:17][CH2:16][CH2:15][CH2:14][C@H:13]2[C:19]([NH2:21])=[O:20])(=[O:9])=[O:10])=[CH:4][CH:3]=1. The yield is 0.0300. (5) The reactants are [CH2:1](N(CCCC)CCCC)CCC.CS(C)=O.O.[NH2:19][C:20]1[N:25]=[C:24]([CH:26]2[CH2:28][CH2:27]2)[N:23]=[C:22]([C:29]([OH:31])=[O:30])[C:21]=1[Cl:32].BrC. The catalyst is O. The product is [NH2:19][C:20]1[N:25]=[C:24]([CH:26]2[CH2:28][CH2:27]2)[N:23]=[C:22]([C:29]([O:31][CH3:1])=[O:30])[C:21]=1[Cl:32]. The yield is 0.810. (6) The reactants are [Br:1][C:2]1[C:3]([O:9][CH3:10])=[N:4][C:5](Cl)=[N:6][CH:7]=1.[I-:11].[Na+]. The catalyst is I. The product is [Br:1][C:2]1[C:3]([O:9][CH3:10])=[N:4][C:5]([I:11])=[N:6][CH:7]=1. The yield is 0.160. (7) The reactants are [F:1][C:2]([F:34])([F:33])[CH2:3][CH2:4][CH:5]([NH:22][C:23]1[CH:32]=[CH:31][C:26]([C:27](OC)=[O:28])=[CH:25][N:24]=1)[C:6]1[CH:11]=[CH:10][C:9]([C:12]2[CH:17]=[CH:16][C:15]([C:18]([F:21])([F:20])[F:19])=[CH:14][CH:13]=2)=[CH:8][CH:7]=1.[OH-].[Na+].C(N(CC)CC)C.C1C=NC2N(O)N=NC=2C=1.Cl.[NH2:55][CH2:56][CH2:57][C:58]([O:60][CH3:61])=[O:59].CCN=C=NCCCN(C)C.Cl. The catalyst is CO. The product is [F:33][C:2]([F:1])([F:34])[CH2:3][CH2:4][CH:5]([NH:22][C:23]1[CH:32]=[CH:31][C:26]([C:27]([NH:55][CH2:56][CH2:57][C:58]([O:60][CH3:61])=[O:59])=[O:28])=[CH:25][N:24]=1)[C:6]1[CH:7]=[CH:8][C:9]([C:12]2[CH:17]=[CH:16][C:15]([C:18]([F:19])([F:20])[F:21])=[CH:14][CH:13]=2)=[CH:10][CH:11]=1. The yield is 0.630. (8) The reactants are [C:1]([O:5][C:6]([N:8]1[CH2:13][CH2:12][N:11]([C:14]2[N:15]([C:25]3[CH:30]=[CH:29][C:28](I)=[CH:27][CH:26]=3)[C:16]3[C:21]([C:22]=2[CH:23]=[O:24])=[CH:20][CH:19]=[CH:18][CH:17]=3)[CH2:10][CH2:9]1)=[O:7])([CH3:4])([CH3:3])[CH3:2].[C:32]([O:36][C:37]([N:39]1[CH:43]=[CH:42][CH:41]=[C:40]1B(O)O)=[O:38])([CH3:35])([CH3:34])[CH3:33]. No catalyst specified. The product is [C:1]([O:5][C:6]([N:8]1[CH2:13][CH2:12][N:11]([C:14]2[N:15]([C:25]3[CH:30]=[CH:29][C:28]([C:40]4[N:39]([C:37]([O:36][C:32]([CH3:35])([CH3:34])[CH3:33])=[O:38])[CH:43]=[CH:42][CH:41]=4)=[CH:27][CH:26]=3)[C:16]3[C:21]([C:22]=2[CH:23]=[O:24])=[CH:20][CH:19]=[CH:18][CH:17]=3)[CH2:10][CH2:9]1)=[O:7])([CH3:4])([CH3:3])[CH3:2]. The yield is 0.560.